This data is from Catalyst prediction with 721,799 reactions and 888 catalyst types from USPTO. The task is: Predict which catalyst facilitates the given reaction. (1) The catalyst class is: 6. Reactant: [C:1]([CH2:3][C:4]([OH:6])=[O:5])#[N:2].N1CCCCC1.C(O)C.[F:16][C:17]1[CH:25]=[CH:24][C:20]([C:21](O)=O)=[CH:19][CH:18]=1. Product: [C:1](/[C:3](=[CH:21]\[C:20]1[CH:24]=[CH:25][C:17]([F:16])=[CH:18][CH:19]=1)/[C:4]([OH:6])=[O:5])#[N:2]. (2) Reactant: [Cl:1][C:2]1[CH:7]=[CH:6][C:5]([CH2:8][NH:9][C:10]([NH:12][C:13]([S:15][CH3:16])=[NH:14])=[O:11])=[CH:4][CH:3]=1.C(N(CC)CC)C.[C:24]([O:27][CH2:28][C:29](Cl)=[O:30])(=[O:26])[CH3:25]. Product: [C:24]([O:27][CH2:28][C:29]([N:14]=[C:13]([NH:12][C:10]([NH:9][CH2:8][C:5]1[CH:4]=[CH:3][C:2]([Cl:1])=[CH:7][CH:6]=1)=[O:11])[S:15][CH3:16])=[O:30])(=[O:26])[CH3:25]. The catalyst class is: 4. (3) Reactant: C([O-])([O-])=O.[K+].[K+].[OH:7][C:8]1[CH:13]=[CH:12][C:11]([CH2:14][CH2:15][CH:16]([CH2:21][CH2:22][CH2:23][C:24]2[CH:29]=[CH:28][CH:27]=[CH:26][CH:25]=2)[C:17]([O:19][CH3:20])=[O:18])=[CH:10][CH:9]=1.F[C:31]1[CH:38]=[CH:37][CH:36]=[CH:35][C:32]=1[C:33]#[N:34].O. Product: [C:33]([C:32]1[CH:35]=[CH:36][CH:37]=[CH:38][C:31]=1[O:7][C:8]1[CH:9]=[CH:10][C:11]([CH2:14][CH2:15][CH:16]([CH2:21][CH2:22][CH2:23][C:24]2[CH:25]=[CH:26][CH:27]=[CH:28][CH:29]=2)[C:17]([O:19][CH3:20])=[O:18])=[CH:12][CH:13]=1)#[N:34]. The catalyst class is: 3. (4) Reactant: CO[C:3]([CH:5]1[O:9][C:8](=[O:10])[N:7]([C:11]2[CH:16]=[C:15]([F:17])[C:14]([N:18]3[CH2:24][CH2:23][CH2:22][S:21](=[O:26])(=[O:25])[CH2:20][CH2:19]3)=[C:13]([F:27])[CH:12]=2)[CH2:6]1)=[O:4].Cl.[O:29]([NH2:31])[CH3:30].C(N(CC)CC)C. Product: [CH3:30][O:29][NH:31][C:3]([CH:5]1[O:9][C:8](=[O:10])[N:7]([C:11]2[CH:16]=[C:15]([F:17])[C:14]([N:18]3[CH2:24][CH2:23][CH2:22][S:21](=[O:25])(=[O:26])[CH2:20][CH2:19]3)=[C:13]([F:27])[CH:12]=2)[CH2:6]1)=[O:4]. The catalyst class is: 5. (5) Reactant: [C:1]1([S:7]([N:10]2[C:14]3=[N:15][CH:16]=[C:17]([Cl:19])[CH:18]=[C:13]3[C:12](I)=[CH:11]2)(=[O:9])=[O:8])[CH:6]=[CH:5][CH:4]=[CH:3][CH:2]=1.C([Mg]Cl)(C)C.[CH3:26][S:27][C:28]1[N:33]=[CH:32][C:31]([CH:34]=[O:35])=[CH:30][N:29]=1.[Cl-].[NH4+]. Product: [C:1]1([S:7]([N:10]2[C:14]3=[N:15][CH:16]=[C:17]([Cl:19])[CH:18]=[C:13]3[C:12]([CH:34]([C:31]3[CH:30]=[N:29][C:28]([S:27][CH3:26])=[N:33][CH:32]=3)[OH:35])=[CH:11]2)(=[O:9])=[O:8])[CH:6]=[CH:5][CH:4]=[CH:3][CH:2]=1. The catalyst class is: 7.